This data is from Forward reaction prediction with 1.9M reactions from USPTO patents (1976-2016). The task is: Predict the product of the given reaction. (1) Given the reactants [CH3:1][C:2]1[CH:3]=[C:4]([CH:6]=[C:7]([CH3:9])[CH:8]=1)[NH2:5].C(N(CC)CC)C.[F:17][C:18]1[CH:23]=[C:22]([F:24])[CH:21]=[CH:20][C:19]=1[S:25](Cl)(=[O:27])=[O:26], predict the reaction product. The product is: [CH3:1][C:2]1[CH:3]=[C:4]([NH:5][S:25]([C:19]2[CH:20]=[CH:21][C:22]([F:24])=[CH:23][C:18]=2[F:17])(=[O:27])=[O:26])[CH:6]=[C:7]([CH3:9])[CH:8]=1. (2) Given the reactants C([N:8]1[CH2:15][C@@H:14]([S:16][CH2:17][C:18]2[CH:23]=[CH:22][C:21]([Br:24])=[CH:20][CH:19]=2)[CH2:13][C@H:9]1[C:10]([OH:12])=[O:11])(OC(C)(C)C)=O.O=S(Cl)Cl.[CH3:29]O, predict the reaction product. The product is: [CH3:29][O:12][C:10](=[O:11])[C@@H:9]1[CH2:13][C@H:14]([S:16][CH2:17][C:18]2[CH:23]=[CH:22][C:21]([Br:24])=[CH:20][CH:19]=2)[CH2:15][NH:8]1. (3) Given the reactants B([C:4]1[CH:5]=[C:6]([CH:10]=[CH:11][CH:12]=1)[C:7]([OH:9])=[O:8])(O)O.Br[C:14]1[CH:19]=[CH:18][N:17]=[CH:16][CH:15]=1.C(=O)([O-])[O-].[K+].[K+], predict the reaction product. The product is: [N:17]1[CH:18]=[CH:19][C:14]([C:4]2[CH:5]=[C:6]([CH:10]=[CH:11][CH:12]=2)[C:7]([OH:9])=[O:8])=[CH:15][CH:16]=1. (4) Given the reactants [CH3:1][C@H:2]([CH2:6][OH:7])[C:3]([OH:5])=[O:4].[C:8](Cl)(=[O:10])[CH3:9], predict the reaction product. The product is: [CH3:1][C@H:2]([CH2:6][O:7][C:8](=[O:10])[CH3:9])[C:3]([OH:5])=[O:4]. (5) Given the reactants [N:1]1[C:2]2[N:3]([N:8]=[CH:9][CH:10]=2)[C:4](=[O:7])[NH:5][CH:6]=1.[Br:11]N1C(=O)CCC1=O, predict the reaction product. The product is: [Br:11][C:10]1[CH:9]=[N:8][N:3]2[C:4](=[O:7])[NH:5][CH:6]=[N:1][C:2]=12. (6) Given the reactants Br[C:2]1[C:3]2[C:8]([C:9]3[CH:10]=[CH:11][CH:12]=[CH:13][C:14]=3[CH:15]=1)=[CH:7][CH:6]=[CH:5][CH:4]=2.[Li][CH2:17][CH2:18][CH2:19][CH3:20].[Br:21][C:22]1[CH:23]=[C:24]2[C:42](=[CH:43][CH:44]=1)[C:27]1=[CH:28][C:29]3[C:30](=[O:41])[C:31]4[CH:32]=[CH:33][CH:34]=[CH:35][C:36]=4[C:37](=[O:40])[C:38]=3[CH:39]=[C:26]1[C:25]2([CH3:46])[CH3:45], predict the reaction product. The product is: [Br:21][C:22]1[CH:23]=[C:24]2[C:42](=[CH:43][CH:44]=1)[C:27]1=[CH:28][C:29]3[C:30]([C:18]4[C:19]5[C:20]([C:2]6[CH:15]=[CH:14][CH:9]=[CH:8][C:3]=6[CH:17]=4)=[CH:7][CH:6]=[CH:5][CH:4]=5)([OH:41])[C:31]4[CH:32]=[CH:33][CH:34]=[CH:35][C:36]=4[C:37]([C:2]4[C:3]5[C:8]([C:9]6[CH:10]=[CH:11][CH:12]=[CH:13][C:14]=6[CH:15]=4)=[CH:7][CH:6]=[CH:5][CH:4]=5)([OH:40])[C:38]=3[CH:39]=[C:26]1[C:25]2([CH3:46])[CH3:45]. (7) Given the reactants Cl.[Cl:2][C:3]1[CH:4]=[C:5]2[C:9](=[CH:10][CH:11]=1)[NH:8][C:7]([C:12]([NH:14][C@@H:15]1[CH2:20][CH2:19][CH2:18][CH2:17][C@@H:16]1[NH:21][C:22]([C:24]1[S:25][C:26]3[CH2:27][NH:28][CH2:29][CH2:30][C:31]=3[N:32]=1)=[O:23])=[O:13])=[CH:6]2.C(N(CC)CC)C.[CH3:40][S:41](Cl)(=[O:43])=[O:42], predict the reaction product. The product is: [Cl:2][C:3]1[CH:4]=[C:5]2[C:9](=[CH:10][CH:11]=1)[NH:8][C:7]([C:12]([NH:14][C@@H:15]1[CH2:20][CH2:19][CH2:18][CH2:17][C@@H:16]1[NH:21][C:22]([C:24]1[S:25][C:26]3[CH2:27][N:28]([S:41]([CH3:40])(=[O:43])=[O:42])[CH2:29][CH2:30][C:31]=3[N:32]=1)=[O:23])=[O:13])=[CH:6]2. (8) Given the reactants [N:1]1([C:7]2[CH:16]=[CH:15][C:10]([C:11]([O:13][CH3:14])=[O:12])=[CH:9][CH:8]=2)[CH2:5][CH2:4][CH2:3][C:2]1=[O:6], predict the reaction product. The product is: [N:1]1([CH:7]2[CH2:8][CH2:9][CH:10]([C:11]([O:13][CH3:14])=[O:12])[CH2:15][CH2:16]2)[CH2:5][CH2:4][CH2:3][C:2]1=[O:6]. (9) Given the reactants [NH2:1][CH2:2][C:3]([NH:5][CH:6]([C:14]1[CH:19]=[CH:18][CH:17]=[C:16]([F:20])[CH:15]=1)[C:7]1[CH:12]=[CH:11][CH:10]=[C:9]([F:13])[CH:8]=1)=[O:4].[CH3:21][C:22]1[S:26][C:25]([C:27](O)=[O:28])=[CH:24][CH:23]=1, predict the reaction product. The product is: [F:20][C:16]1[CH:15]=[C:14]([CH:6]([NH:5][C:3]([CH2:2][NH:1][C:27]([C:25]2[S:26][C:22]([CH3:21])=[CH:23][CH:24]=2)=[O:28])=[O:4])[C:7]2[CH:12]=[CH:11][CH:10]=[C:9]([F:13])[CH:8]=2)[CH:19]=[CH:18][CH:17]=1.